This data is from hERG Central: cardiac toxicity at 1µM, 10µM, and general inhibition. The task is: Predict hERG channel inhibition at various concentrations. The drug is C=CCN(C(=O)C1=NN(C2CCS(=O)(=O)C2)C(=O)CC1)c1nc(-c2ccc([N+](=O)[O-])cc2)cs1. Results: hERG_inhib (hERG inhibition (general)): blocker.